Dataset: Forward reaction prediction with 1.9M reactions from USPTO patents (1976-2016). Task: Predict the product of the given reaction. (1) The product is: [C:1]1([CH3:12])[CH:6]=[CH:5][CH:4]=[C:3]([CH:7]([CH3:16])[C:8]([O:10][CH3:11])=[O:9])[CH:2]=1. Given the reactants [C:1]1([CH3:12])[CH:6]=[CH:5][CH:4]=[C:3]([CH2:7][C:8]([O:10][CH3:11])=[O:9])[CH:2]=1.[H-].[Na+].I[CH3:16], predict the reaction product. (2) Given the reactants [F:1][C:2]([F:18])([F:17])[C:3]1[O:7][N:6]=[C:5]([C:8]2[S:12][C:11]([C:13](Cl)=[O:14])=[CH:10][CH:9]=2)[C:4]=1[CH3:16].Cl.[NH:20]1[CH2:25][CH2:24][CH2:23][C@H:22]([CH2:26][OH:27])[CH2:21]1, predict the reaction product. The product is: [OH:27][CH2:26][C@@H:22]1[CH2:23][CH2:24][CH2:25][N:20]([C:13]([C:11]2[S:12][C:8]([C:5]3[C:4]([CH3:16])=[C:3]([C:2]([F:18])([F:17])[F:1])[O:7][N:6]=3)=[CH:9][CH:10]=2)=[O:14])[CH2:21]1. (3) Given the reactants O[C:2]([CH3:12])([CH3:11])[C:3]([C:5]1[CH:10]=[CH:9][CH:8]=[CH:7][CH:6]=1)=[O:4].[CH3:13][O:14][C:15]1[CH:44]=[CH:43][CH:42]=[C:41]([O:45][CH3:46])[C:16]=1[C:17]([P:19](=[O:40])([C:28](=[O:39])[C:29]1[C:34]([O:35][CH3:36])=[CH:33][CH:32]=[CH:31][C:30]=1[O:37][CH3:38])[CH2:20][CH:21]([CH3:27])[CH2:22][C:23]([CH3:26])([CH3:25])[CH3:24])=[O:18], predict the reaction product. The product is: [OH:14][C:15]1([C:11]2[CH:22]=[CH:21][CH:20]=[CH:12][C:2]=2[C:3]([C:5]2[CH:10]=[CH:9][CH:8]=[CH:7][C:6]=2[C:15]2([OH:14])[CH2:44][CH2:43][CH2:42][CH2:41][CH2:16]2)=[O:4])[CH2:44][CH2:43][CH2:42][CH2:41][CH2:16]1.[CH3:13][O:14][C:15]1[CH:44]=[CH:43][CH:42]=[C:41]([O:45][CH3:46])[C:16]=1[C:17]([P:19](=[O:40])([C:28](=[O:39])[C:29]1[C:30]([O:37][CH3:38])=[CH:31][CH:32]=[CH:33][C:34]=1[O:35][CH3:36])[CH2:20][CH:21]([CH3:27])[CH2:22][C:23]([CH3:26])([CH3:25])[CH3:24])=[O:18]. (4) The product is: [Cl:8][C:7]1[C:2]([Cl:1])=[CH:3][C:4]([OH:9])=[C:5]([N+:15]([O-:17])=[O:16])[CH:6]=1. Given the reactants [Cl:1][C:2]1[CH:3]=[C:4]([OH:9])[CH:5]=[CH:6][C:7]=1[Cl:8].OS(O)(=O)=O.[N+:15]([O-])([OH:17])=[O:16], predict the reaction product. (5) Given the reactants [OH-:1].[Na+:2].[CH3:3][CH2:4][CH2:5][CH2:6][CH2:7][CH2:8][CH2:9][CH:10]1[O:15][C:13](=[O:14])[CH2:12][CH2:11]1, predict the reaction product. The product is: [Na+:2].[OH:15][CH:10]([CH2:9][CH2:8][CH2:7][CH2:6][CH2:5][CH2:4][CH3:3])[CH2:11][CH2:12][C:13]([O-:14])=[O:1]. (6) Given the reactants [NH2:1][N:2]1[C:6]([CH:7]([CH3:9])[CH3:8])=[N:5][N:4]=[C:3]1[SH:10].[F:11][C:12]1[CH:17]=[C:16]([F:18])[CH:15]=[CH:14][C:13]=1[C:19]1[N:20]=[C:21]2[N:25]([C:26]=1[C:27](O)=O)[CH:24]=[CH:23][O:22]2.O=P(Cl)(Cl)Cl, predict the reaction product. The product is: [F:11][C:12]1[CH:17]=[C:16]([F:18])[CH:15]=[CH:14][C:13]=1[C:19]1[N:20]=[C:21]2[N:25]([C:26]=1[C:27]1[S:10][C:3]3=[N:4][N:5]=[C:6]([CH:7]([CH3:9])[CH3:8])[N:2]3[N:1]=1)[CH:24]=[CH:23][O:22]2.